Dataset: Reaction yield outcomes from USPTO patents with 853,638 reactions. Task: Predict the reaction yield, written as a fraction of the theoretical maximum amount of product (1.0 means a 100% yield; for example, 0.34 means a 34% yield). (1) The reactants are O[CH2:2][C@@H:3]([NH:5][S:6]([C:9]1[C:14]([N+:15]([O-:17])=[O:16])=[CH:13][C:12]([CH3:18])=[CH:11][C:10]=1[CH3:19])(=[O:8])=[O:7])[CH3:4].[H-].[Na+].[H][H].C1(C)C=CC(S(Cl)(=O)=O)=CC=1. The catalyst is C1COCC1.[Cl-].[Na+].O. The product is [CH3:19][C:10]1[CH:11]=[C:12]([CH3:18])[CH:13]=[C:14]([N+:15]([O-:17])=[O:16])[C:9]=1[S:6]([N@:5]1[CH2:2][CH:3]1[CH3:4])(=[O:8])=[O:7]. The yield is 0.867. (2) The reactants are [H-].[Na+].[C:3](#[N:7])[CH2:4][C:5]#[N:6].[CH2:8]=[C:9]1[O:12][C:11](=[O:13])[CH2:10]1.Cl. The catalyst is C1COCC1. The product is [NH2:6][C:5]1[O:12][C:9]([CH3:8])=[CH:10][C:11](=[O:13])[C:4]=1[C:3]#[N:7]. The yield is 0.700. (3) The reactants are [OH:1][C@H:2]1[C@H:7]([N:8]2[CH2:12][CH2:11][O:10][C:9]2=[O:13])[CH2:6][CH2:5][N:4]([C:14]([O:16][C:17]([CH3:20])([CH3:19])[CH3:18])=[O:15])[CH2:3]1.[H-].[Na+].[CH2:23]1COCC1. No catalyst specified. The product is [CH3:23][O:1][C@H:2]1[C@H:7]([N:8]2[CH2:12][CH2:11][O:10][C:9]2=[O:13])[CH2:6][CH2:5][N:4]([C:14]([O:16][C:17]([CH3:20])([CH3:19])[CH3:18])=[O:15])[CH2:3]1. The yield is 0.850. (4) The reactants are [CH3:1][O:2][C:3]1[CH:4]=[C:5]([O:23][C:24]2[CH:29]=[CH:28][C:27]([S:30]([CH3:33])(=[O:32])=[O:31])=[CH:26][N:25]=2)[CH:6]=[C:7]2[C:11]=1[NH:10][C:9]([C:12]1[S:13][CH:14]([CH2:17][C:18](OCC)=[O:19])[CH2:15][N:16]=1)=[CH:8]2.[BH4-].[Li+].O. The catalyst is O1CCCC1.CO. The product is [CH3:1][O:2][C:3]1[CH:4]=[C:5]([O:23][C:24]2[CH:29]=[CH:28][C:27]([S:30]([CH3:33])(=[O:31])=[O:32])=[CH:26][N:25]=2)[CH:6]=[C:7]2[C:11]=1[NH:10][C:9]([C:12]1[S:13][CH:14]([CH2:17][CH2:18][OH:19])[CH2:15][N:16]=1)=[CH:8]2. The yield is 0.430. (5) The yield is 0.700. The reactants are C(=O)([O-])O.[Na+].[Br-].[CH3:7][C:8]1[CH:13]=[CH:12][CH:11]=[CH:10][N+:9]=1[CH2:14][C:15](=O)[C:16]1[CH:21]=[CH:20][CH:19]=[CH:18][CH:17]=1. The product is [C:16]1([C:15]2[CH:7]=[C:8]3[N:9]([CH:14]=2)[CH:10]=[CH:11][CH:12]=[CH:13]3)[CH:21]=[CH:20][CH:19]=[CH:18][CH:17]=1. The catalyst is O. (6) The reactants are N[C:2]1[C:10]([Cl:11])=[CH:9][C:8]([O:12][C:13]([F:16])([F:15])[F:14])=[CH:7][C:3]=1[C:4]([OH:6])=[O:5].Cl.N([O-])=O.[Na+].[PH2](O)=O. The catalyst is O1CCOCC1.O. The product is [Cl:11][C:10]1[CH:2]=[C:3]([CH:7]=[C:8]([O:12][C:13]([F:14])([F:15])[F:16])[CH:9]=1)[C:4]([OH:6])=[O:5]. The yield is 0.460. (7) The reactants are C(OP([CH2:9][C:10]1[S:11][C:12]([Br:15])=[CH:13][CH:14]=1)(=O)OCC)C.[H-].[Na+].[CH3:18][C:19]([CH3:21])=O.O. The catalyst is O1CCCC1. The product is [Br:15][C:12]1[S:11][C:10]([CH:9]=[C:19]([CH3:21])[CH3:18])=[CH:14][CH:13]=1. The yield is 0.0270.